This data is from Catalyst prediction with 721,799 reactions and 888 catalyst types from USPTO. The task is: Predict which catalyst facilitates the given reaction. Reactant: Br[C:2]1[CH:3]=[C:4]2[C:9](=[CH:10][CH:11]=1)[C:8]([CH:12]=[O:13])=[C:7]([OH:14])[CH:6]=[CH:5]2.[Cl:15][C:16]1[CH:21]=[CH:20][C:19]([C:22]([OH:24])=[O:23])=[CH:18][C:17]=1B(O)O.C(=O)([O-])[O-].[Na+].[Na+]. Product: [Cl:15][C:16]1[CH:21]=[CH:20][C:19]([C:22]([OH:24])=[O:23])=[CH:18][C:17]=1[C:2]1[CH:11]=[CH:10][C:9]2[C:4](=[CH:5][CH:6]=[C:7]([OH:14])[C:8]=2[CH:12]=[O:13])[CH:3]=1. The catalyst class is: 339.